From a dataset of Reaction yield outcomes from USPTO patents with 853,638 reactions. Predict the reaction yield, written as a fraction of the theoretical maximum amount of product (1.0 means a 100% yield; for example, 0.34 means a 34% yield). The reactants are C([O:4][CH2:5][C:6]([N:8]1[C@@H:16]([C:17]2[CH:22]=[CH:21][C:20]([O:23][CH3:24])=[CH:19][CH:18]=2)[C@@H:15]2[C:10]([C:11]3[CH:28]=[C:27]([O:29][CH3:30])[CH:26]=[CH:25][C:12]=3[CH2:13][CH2:14]2)=[N:9]1)=[O:7])(=O)C.[OH-].[Na+]. The catalyst is CO.C(OCC)(=O)C. The product is [OH:4][CH2:5][C:6]([N:8]1[C@@H:16]([C:17]2[CH:22]=[CH:21][C:20]([O:23][CH3:24])=[CH:19][CH:18]=2)[C@@H:15]2[C:10]([C:11]3[CH:28]=[C:27]([O:29][CH3:30])[CH:26]=[CH:25][C:12]=3[CH2:13][CH2:14]2)=[N:9]1)=[O:7]. The yield is 0.780.